From a dataset of Full USPTO retrosynthesis dataset with 1.9M reactions from patents (1976-2016). Predict the reactants needed to synthesize the given product. (1) The reactants are: [Cl:1][C:2]1[CH:7]=[C:6]([Cl:8])[CH:5]=[CH:4][C:3]=1[CH2:9][CH2:10][O:11][C:12]1[CH:13]=[C:14]([CH:25]=[CH:26][C:27]=1[O:28][CH3:29])[C:15]([NH:17][CH2:18][CH:19]1[CH2:24][CH2:23][NH:22][CH2:21][CH2:20]1)=[O:16].Br[C:31]1[CH:36]=[CH:35][CH:34]=[CH:33][CH:32]=1.CC(C)([O-])C.[Na+]. Given the product [Cl:1][C:2]1[CH:7]=[C:6]([Cl:8])[CH:5]=[CH:4][C:3]=1[CH2:9][CH2:10][O:11][C:12]1[CH:13]=[C:14]([CH:25]=[CH:26][C:27]=1[O:28][CH3:29])[C:15]([NH:17][CH2:18][CH:19]1[CH2:24][CH2:23][N:22]([C:31]2[CH:36]=[CH:35][CH:34]=[CH:33][CH:32]=2)[CH2:21][CH2:20]1)=[O:16], predict the reactants needed to synthesize it. (2) Given the product [CH2:1]([N:3]([C:21]1[C:22]2[CH:29]=[CH:28][N:27]([S:30]([C:33]3[CH:39]=[CH:38][C:36]([CH3:37])=[CH:35][CH:34]=3)(=[O:31])=[O:32])[C:23]=2[N:24]=[CH:25][N:26]=1)[C@H:4]1[CH2:9][CH2:8][CH2:7][N:6]([C:10]([O:12][CH2:13][C:14]2[CH:15]=[CH:16][CH:17]=[CH:18][CH:19]=2)=[O:11])[CH2:5]1)[CH3:2], predict the reactants needed to synthesize it. The reactants are: [CH2:1]([NH:3][C@H:4]1[CH2:9][CH2:8][CH2:7][N:6]([C:10]([O:12][CH2:13][C:14]2[CH:19]=[CH:18][CH:17]=[CH:16][CH:15]=2)=[O:11])[CH2:5]1)[CH3:2].Cl[C:21]1[C:22]2[CH:29]=[CH:28][N:27]([S:30]([C:33]3[CH:39]=[CH:38][C:36]([CH3:37])=[CH:35][CH:34]=3)(=[O:32])=[O:31])[C:23]=2[N:24]=[CH:25][N:26]=1.CCN(C(C)C)C(C)C.O. (3) Given the product [O:1]=[C:2]1[NH:7][C:6]2[CH:17]=[CH:18][C:19]([CH2:21][CH:22]([C:29]3[CH:30]=[CH:31][CH:32]=[CH:33][CH:34]=3)[CH2:23][C:24]([O:26][CH2:27][CH3:28])=[O:25])=[CH:20][C:5]=2[O:4][CH2:3]1, predict the reactants needed to synthesize it. The reactants are: [O:1]=[C:2]1[N:7](CC2C=CC(OC)=CC=2)[C:6]2[CH:17]=[CH:18][C:19]([CH2:21][CH:22]([C:29]3[CH:34]=[CH:33][CH:32]=[CH:31][CH:30]=3)[CH2:23][C:24]([O:26][CH2:27][CH3:28])=[O:25])=[CH:20][C:5]=2[O:4][CH2:3]1.